From a dataset of Tox21: 12 toxicity assays (nuclear receptors and stress response pathways). Binary classification across 12 toxicity assays. The compound is Nc1ccc(-c2ccc(N)c(Cl)c2)cc1Cl. It tested positive (active) for: NR-AR (Androgen Receptor agonist activity), NR-AhR (Aryl hydrocarbon Receptor agonist activity), NR-Aromatase (Aromatase enzyme inhibition), NR-ER (Estrogen Receptor agonist activity), NR-ER-LBD (Estrogen Receptor Ligand Binding Domain agonist), SR-ARE (Antioxidant Response Element (oxidative stress)), SR-ATAD5 (ATAD5 genotoxicity (DNA damage)), and SR-p53 (p53 tumor suppressor activation).